Dataset: Catalyst prediction with 721,799 reactions and 888 catalyst types from USPTO. Task: Predict which catalyst facilitates the given reaction. (1) Reactant: [CH3:1][C@@H:2]([NH:13][CH2:14][CH2:15][CH2:16][C:17]1[CH:18]=[CH:19][CH:20]=[C:21]([C:23]([F:26])([F:25])[F:24])[CH:22]=1)[C:3]1[CH:4]=[CH:5][CH:6]=[C:7]2[CH:12]=[CH:11][CH:10]=[CH:9][C:8]=12.[ClH:27]. Product: [CH3:1][C@@H:2]([NH:13][CH2:14][CH2:15][CH2:16][C:17]1[CH:18]=[CH:19][CH:20]=[C:21]([C:23]([F:24])([F:25])[F:26])[CH:22]=1)[C:3]1[CH:4]=[CH:5][CH:6]=[C:7]2[CH:12]=[CH:11][CH:10]=[CH:9][C:8]=12.[ClH:27]. The catalyst class is: 237. (2) Reactant: CN(C(ON1N=NC2[CH:12]=[CH:13][CH:14]=[N:15]C1=2)=[N+](C)C)C.F[P-](F)(F)(F)(F)F.[CH2:25]([NH:27][CH2:28][C:29]([OH:31])=O)C.[CH2:32]([S:34]([N:37]1[C:49]2[CH2:48][CH2:47][CH:46]([CH:50]3[CH2:55][CH2:54][O:53][CH2:52][CH2:51]3)[CH2:45][C:44]=2[C:43]2[C:38]1=[CH:39][CH:40]=[C:41]([C:56]([OH:58])=O)[CH:42]=2)(=[O:36])=[O:35])[CH3:33].C(N(CC)C(C)C)(C)C. Product: [CH:14]1([NH:15][C:29](=[O:31])[CH2:28][N:27]([CH3:25])[C:56]([C:41]2[CH:42]=[C:43]3[C:38](=[CH:39][CH:40]=2)[N:37]([S:34]([CH2:32][CH3:33])(=[O:36])=[O:35])[C:49]2[CH2:48][CH2:47][CH:46]([CH:50]4[CH2:51][CH2:52][O:53][CH2:54][CH2:55]4)[CH2:45][C:44]3=2)=[O:58])[CH2:12][CH2:13]1. The catalyst class is: 3.